This data is from Full USPTO retrosynthesis dataset with 1.9M reactions from patents (1976-2016). The task is: Predict the reactants needed to synthesize the given product. (1) Given the product [NH:13]1[C:14]2[C:22](=[CH:21][CH:20]=[C:16]([C:17]([OH:19])=[O:18])[CH:15]=2)[CH:23]=[N:12]1, predict the reactants needed to synthesize it. The reactants are: CC(C)([O-])C.[K+].C(S[N:12]=[N:13][C:14]1[CH:15]=[C:16]([CH:20]=[CH:21][C:22]=1[CH3:23])[C:17]([OH:19])=[O:18])(C)(C)C.Cl. (2) Given the product [Br:16][C:17]1[CH:18]=[CH:19][C:20]([O:15][C:10]2[CH:11]=[CH:12][C:13]([Cl:14])=[C:8]([Cl:7])[CH:9]=2)=[C:21]([CH:24]=1)[CH:22]=[O:23], predict the reactants needed to synthesize it. The reactants are: C([O-])([O-])=O.[K+].[K+].[Cl:7][C:8]1[CH:9]=[C:10]([OH:15])[CH:11]=[CH:12][C:13]=1[Cl:14].[Br:16][C:17]1[CH:18]=[CH:19][C:20](F)=[C:21]([CH:24]=1)[CH:22]=[O:23].